The task is: Predict the reaction yield, written as a fraction of the theoretical maximum amount of product (1.0 means a 100% yield; for example, 0.34 means a 34% yield).. This data is from Reaction yield outcomes from USPTO patents with 853,638 reactions. (1) The catalyst is CN(C=O)C. The yield is 0.650. The reactants are [NH:1]1[CH2:6][CH2:5][CH:4]([CH:7]([C:14]2[CH:19]=[CH:18][CH:17]=[CH:16][N:15]=2)[C:8]2[CH:13]=[CH:12][CH:11]=[CH:10][N:9]=2)[CH2:3][CH2:2]1.[F:20][C:21]1[CH:22]=[C:23]([N+:28]([O-:30])=[O:29])[CH:24]=[CH:25][C:26]=1F.C(=O)([O-])[O-].[K+].[K+].O. The product is [N:15]1[CH:16]=[CH:17][CH:18]=[CH:19][C:14]=1[CH:7]([C:8]1[CH:13]=[CH:12][CH:11]=[CH:10][N:9]=1)[CH:4]1[CH2:5][CH2:6][N:1]([C:26]2[CH:25]=[CH:24][C:23]([N+:28]([O-:30])=[O:29])=[CH:22][C:21]=2[F:20])[CH2:2][CH2:3]1. (2) The reactants are [Cl:1][C:2]1[S:3][C:4]([CH3:8])=[CH:5][C:6]=1[CH3:7].[C:9](Cl)(=[O:11])[CH3:10].[Cl-].[Al+3].[Cl-].[Cl-]. No catalyst specified. The product is [C:9]([C:5]1[C:6]([CH3:7])=[C:2]([Cl:1])[S:3][C:4]=1[CH3:8])(=[O:11])[CH3:10]. The yield is 0.730. (3) The reactants are [NH2:1][C:2]1([C:5]2[CH:13]=[CH:12][C:8]([C:9]([OH:11])=[O:10])=[CH:7][CH:6]=2)[CH2:4][CH2:3]1.CO.[CH3:16][Si](C=[N+]=[N-])(C)C.CCCCCC. The catalyst is C1COCC1. The product is [NH2:1][C:2]1([C:5]2[CH:13]=[CH:12][C:8]([C:9]([O:11][CH3:16])=[O:10])=[CH:7][CH:6]=2)[CH2:4][CH2:3]1. The yield is 0.870. (4) The reactants are C(N(C(C)C)CC)(C)C.Cl.[NH2:11][CH2:12][C:13]1[CH:21]=[CH:20][CH:19]=[C:18]2[C:14]=1[C:15](=[O:31])[N:16]([CH:23]1[CH2:28][CH2:27][C:26](=[O:29])[NH:25][C:24]1=[O:30])[C:17]2=[O:22].ClC(Cl)(O[C:36](=[O:42])OC(Cl)(Cl)Cl)Cl.[NH:44]1[CH2:49][CH2:48][CH2:47][CH2:46][CH2:45]1. The catalyst is C(#N)C. The product is [O:30]=[C:24]1[CH:23]([N:16]2[C:15](=[O:31])[C:14]3[C:18](=[CH:19][CH:20]=[CH:21][C:13]=3[CH2:12][NH:11][C:36]([N:44]3[CH2:49][CH2:48][CH2:47][CH2:46][CH2:45]3)=[O:42])[C:17]2=[O:22])[CH2:28][CH2:27][C:26](=[O:29])[NH:25]1. The yield is 0.530. (5) The reactants are [F:1][C:2]1[CH:3]=[C:4]([CH3:13])[C:5]([O:11][CH3:12])=[C:6]([CH:8]([OH:10])[CH3:9])[CH:7]=1.[Cr](Cl)([O-])(=O)=O.[NH+]1C=CC=CC=1.C(OCC)C. The catalyst is CC(C)=O. The product is [F:1][C:2]1[CH:3]=[C:4]([CH3:13])[C:5]([O:11][CH3:12])=[C:6]([C:8](=[O:10])[CH3:9])[CH:7]=1. The yield is 0.980.